Dataset: Catalyst prediction with 721,799 reactions and 888 catalyst types from USPTO. Task: Predict which catalyst facilitates the given reaction. (1) Reactant: [O:1]=[S:2]1(=[O:42])[CH2:7][CH2:6][CH:5]([CH2:8][O:9][C:10]2[CH:15]=[CH:14][C:13]([C:16]3[C:17]4[CH:24]=[C:23]([CH2:25][O:26][C:27]5[N:32]=[CH:31][C:30]([CH:33]([C:38]#[C:39][CH3:40])[CH2:34][C:35]([OH:37])=[O:36])=[CH:29][CH:28]=5)[CH:22]=[CH:21][C:18]=4[S:19][CH:20]=3)=[C:12]([CH3:41])[CH:11]=2)[CH2:4][CH2:3]1.CCCCCC. Product: [O:42]=[S:2]1(=[O:1])[CH2:7][CH2:6][CH:5]([CH2:8][O:9][C:10]2[CH:15]=[CH:14][C:13]([C:16]3[C:17]4[CH:24]=[C:23]([CH2:25][O:26][C:27]5[N:32]=[CH:31][C:30]([C@H:33]([C:38]#[C:39][CH3:40])[CH2:34][C:35]([OH:37])=[O:36])=[CH:29][CH:28]=5)[CH:22]=[CH:21][C:18]=4[S:19][CH:20]=3)=[C:12]([CH3:41])[CH:11]=2)[CH2:4][CH2:3]1.[O:42]=[S:2]1(=[O:1])[CH2:7][CH2:6][CH:5]([CH2:8][O:9][C:10]2[CH:15]=[CH:14][C:13]([C:16]3[C:17]4[CH:24]=[C:23]([CH2:25][O:26][C:27]5[N:32]=[CH:31][C:30]([C@@H:33]([C:38]#[C:39][CH3:40])[CH2:34][C:35]([OH:37])=[O:36])=[CH:29][CH:28]=5)[CH:22]=[CH:21][C:18]=4[S:19][CH:20]=3)=[C:12]([CH3:41])[CH:11]=2)[CH2:4][CH2:3]1. The catalyst class is: 14. (2) The catalyst class is: 2. Product: [F:29][CH:2]([C:17]1[CH:22]=[CH:21][CH:20]=[CH:19][CH:18]=1)[CH2:3][CH2:4][CH2:5][C:6]1[CH:11]=[CH:10][C:9]([CH2:12][C:13]([O:15][CH3:16])=[O:14])=[CH:8][CH:7]=1. Reactant: O[CH:2]([C:17]1[CH:22]=[CH:21][CH:20]=[CH:19][CH:18]=1)[CH2:3][CH2:4][CH2:5][C:6]1[CH:11]=[CH:10][C:9]([CH2:12][C:13]([O:15][CH3:16])=[O:14])=[CH:8][CH:7]=1.CCN(S(F)(F)[F:29])CC. (3) Reactant: OO.C(OC(C(F)(F)F)=O)(C(F)(F)F)=[O:4].[N:16]1([CH2:22][CH2:23][CH2:24][C:25]2[N:26]=[N+:27]([O-:38])[C:28]3[CH:34]=[C:33]4[CH2:35][CH2:36][O:37][C:32]4=[CH:31][C:29]=3[N:30]=2)[CH2:21][CH2:20][O:19][CH2:18][CH2:17]1.C(O)(C(F)(F)F)=O.N. Product: [N:16]1([CH2:22][CH2:23][CH2:24][C:25]2[N:26]=[N+:27]([O-:38])[C:28]3[CH:34]=[C:33]4[CH2:35][CH2:36][O:37][C:32]4=[CH:31][C:29]=3[N+:30]=2[O-:4])[CH2:21][CH2:20][O:19][CH2:18][CH2:17]1. The catalyst class is: 2. (4) Reactant: [CH3:1][C:2]1[C:6]2[N:7]=[CH:8][NH:9][C:10](=O)[C:5]=2[S:4][CH:3]=1.O=P(Cl)(Cl)[Cl:14]. Product: [Cl:14][C:10]1[C:5]2[S:4][CH:3]=[C:2]([CH3:1])[C:6]=2[N:7]=[CH:8][N:9]=1. The catalyst class is: 3. (5) Reactant: N[C:2]1[CH:7]=[CH:6][C:5]([C:8](=[O:10])[CH3:9])=[CH:4][C:3]=1[Br:11].S(=O)(=O)(O)O.N([O-])=O.[Na+].[C:21]([Cu])#[N:22].[C-]#N.[K+]. Product: [C:8]([C:5]1[CH:6]=[CH:7][C:2]([C:21]#[N:22])=[C:3]([Br:11])[CH:4]=1)(=[O:10])[CH3:9]. The catalyst class is: 86.